From a dataset of Full USPTO retrosynthesis dataset with 1.9M reactions from patents (1976-2016). Predict the reactants needed to synthesize the given product. (1) The reactants are: Cl[C:2]1[C:11]2[C:6](=[CH:7][C:8]([O:18][C@H:19]3[CH2:23][CH2:22][O:21][CH2:20]3)=[C:9]([O:12][C@H:13]3[CH2:17][CH2:16][O:15][CH2:14]3)[CH:10]=2)[N:5]=[CH:4][N:3]=1.[Cl:24][C:25]1[CH:26]=[C:27]([CH:29]=[CH:30][C:31]=1[F:32])[NH2:28]. Given the product [Cl:24][C:25]1[CH:26]=[C:27]([NH:28][C:2]2[C:11]3[C:6](=[CH:7][C:8]([O:18][C@H:19]4[CH2:23][CH2:22][O:21][CH2:20]4)=[C:9]([O:12][C@H:13]4[CH2:17][CH2:16][O:15][CH2:14]4)[CH:10]=3)[N:5]=[CH:4][N:3]=2)[CH:29]=[CH:30][C:31]=1[F:32], predict the reactants needed to synthesize it. (2) The reactants are: [C:1]([OH:5])(=O)[CH2:2][OH:3].Cl.[Cl:7][C:8]1[CH:9]=[C:10]([NH:22][C:23]2[C:32]3[C:27](=[CH:28][CH:29]=[CH:30][C:31]=3[O:33][CH2:34][C@H:35]3[CH2:40][NH:39][CH2:38][CH2:37][N:36]3[CH3:41])[N:26]=[CH:25][N:24]=2)[CH:11]=[CH:12][C:13]=1[O:14][CH2:15][C:16]1[CH:21]=[CH:20][CH:19]=[CH:18][N:17]=1. Given the product [Cl:7][C:8]1[CH:9]=[C:10]([NH:22][C:23]2[C:32]3[C:27](=[CH:28][CH:29]=[CH:30][C:31]=3[O:33][CH2:34][C@@H:35]3[N:36]([CH3:41])[CH2:37][CH2:38][N:39]([C:1](=[O:5])[CH2:2][OH:3])[CH2:40]3)[N:26]=[CH:25][N:24]=2)[CH:11]=[CH:12][C:13]=1[O:14][CH2:15][C:16]1[CH:21]=[CH:20][CH:19]=[CH:18][N:17]=1, predict the reactants needed to synthesize it.